From a dataset of Reaction yield outcomes from USPTO patents with 853,638 reactions. Predict the reaction yield, written as a fraction of the theoretical maximum amount of product (1.0 means a 100% yield; for example, 0.34 means a 34% yield). (1) The reactants are [OH:1][C@H:2]1[CH2:7][CH2:6][C@H:5]([N:8]2[C:13](=[O:14])[C:12]([CH2:15][C:16]3[CH:21]=[CH:20][C:19]([C:22]4[C:23]([C:28]#[N:29])=[CH:24][CH:25]=[CH:26][CH:27]=4)=[CH:18][CH:17]=3)=[C:11]([CH2:30][CH2:31][CH3:32])[N:10]3[N:33]=[CH:34][N:35]=[C:9]23)[CH2:4][CH2:3]1.C([O:38][C:39](=[O:45])[CH:40](C)[CH2:41][N+]#N)C. The catalyst is C1(C)C=CC=CC=1.C([O-])(=O)C.[Rh+]. The product is [C:28]([C:23]1[CH:24]=[CH:25][CH:26]=[CH:27][C:22]=1[C:19]1[CH:20]=[CH:21][C:16]([CH2:15][C:12]2[C:13](=[O:14])[N:8]([C@H:5]3[CH2:6][CH2:7][C@H:2]([O:1][CH:40]([CH3:41])[C:39]([OH:45])=[O:38])[CH2:3][CH2:4]3)[C:9]3[N:10]([N:33]=[CH:34][N:35]=3)[C:11]=2[CH2:30][CH2:31][CH3:32])=[CH:17][CH:18]=1)#[N:29]. The yield is 0.890. (2) The reactants are [S:1]1[C:9]2[CH2:8][CH2:7][N:6]([C:10]([O:12][C:13]([CH3:16])([CH3:15])[CH3:14])=[O:11])[CH2:5][C:4]=2[CH:3]=[C:2]1[C:17]([O:19]CC)=O.Cl.[NH2:23][OH:24].[OH-].[K+].C(O)(=O)C. The catalyst is CO. The product is [OH:24][NH:23][C:17]([C:2]1[S:1][C:9]2[CH2:8][CH2:7][N:6]([C:10]([O:12][C:13]([CH3:16])([CH3:15])[CH3:14])=[O:11])[CH2:5][C:4]=2[CH:3]=1)=[O:19]. The yield is 0.500. (3) The reactants are [CH2:1]([O:3][C:4]([C:6]1[NH:7][CH:8]=[C:9]2[CH:18]([C:19]3[O:20][C:21]([S:24][C:25]4[NH:29][C:28]5[CH:30]=[CH:31][C:32]([F:34])=[CH:33][C:27]=5[N:26]=4)=[CH:22][CH:23]=3)[C:17]3[C:16](=[O:35])[CH2:15][N:14](OC(C)(C)C)[CH2:13][C:12]=3[NH:11][C:10]=12)=[O:5])[CH3:2].[ClH:41]. The catalyst is O1CCOCC1. The product is [ClH:41].[CH2:1]([O:3][C:4]([C:6]1[NH:7][CH:8]=[C:9]2[CH:18]([C:19]3[O:20][C:21]([S:24][C:25]4[NH:29][C:28]5[CH:30]=[CH:31][C:32]([F:34])=[CH:33][C:27]=5[N:26]=4)=[CH:22][CH:23]=3)[C:17]3[C:16](=[O:35])[CH2:15][NH:14][CH2:13][C:12]=3[NH:11][C:10]=12)=[O:5])[CH3:2]. The yield is 0.950. (4) The reactants are [N:1]([C@@H:4]1[CH2:6][C@H:5]1[C:7]1[CH:12]=[CH:11][CH:10]=[CH:9][CH:8]=1)=[C:2]=[O:3].[N:13]12[CH2:20][CH2:19][CH:16]([CH2:17][CH2:18]1)[CH:15]([OH:21])[CH2:14]2. No catalyst specified. The product is [C:7]1([C@@H:5]2[CH2:6][C@H:4]2[NH:1][C:2](=[O:3])[O:21][CH:15]2[CH:16]3[CH2:19][CH2:20][N:13]([CH2:18][CH2:17]3)[CH2:14]2)[CH:12]=[CH:11][CH:10]=[CH:9][CH:8]=1. The yield is 0.280. (5) The reactants are C(O[N:4]=[CH:5][C:6]1[CH:7]=[C:8]2[C:12](=[CH:13][CH:14]=1)[NH:11][N:10]=[C:9]2[C:15]1[CH:16]=[C:17]([C:21]([NH:23][C:24]2[CH:29]=[CH:28][C:27]([F:30])=[CH:26][CH:25]=2)=[O:22])[CH:18]=[CH:19][CH:20]=1)C.[NH2:31][NH:32][C:33](=O)[CH2:34][N:35]([CH3:37])[CH3:36].C[O-].[Na+].Cl. The catalyst is CO.C(OCC)(=O)C. The product is [CH3:36][N:35]([CH2:34][C:33]1[N:4]=[C:5]([C:6]2[CH:7]=[C:8]3[C:12](=[CH:13][CH:14]=2)[NH:11][N:10]=[C:9]3[C:15]2[CH:16]=[C:17]([C:21]([NH:23][C:24]3[CH:25]=[CH:26][C:27]([F:30])=[CH:28][CH:29]=3)=[O:22])[CH:18]=[CH:19][CH:20]=2)[NH:31][N:32]=1)[CH3:37]. The yield is 0.500. (6) The reactants are [CH2:1]([C:7]1[C:8]2[S:19][CH:18]=[CH:17][C:9]=2[S:10][C:11]=1[C:12]([O:14]CC)=[O:13])[CH2:2][CH2:3][CH2:4][CH2:5][CH3:6].[Li+].[OH-].C1COCC1.Cl. The catalyst is [I-].C([N+](CCCC)(CCCC)CCCC)CCC.CO. The product is [CH2:1]([C:7]1[C:8]2[S:19][CH:18]=[CH:17][C:9]=2[S:10][C:11]=1[C:12]([OH:14])=[O:13])[CH2:2][CH2:3][CH2:4][CH2:5][CH3:6]. The yield is 0.967. (7) The reactants are [NH2:1]OS(O)(=O)=O.[NH2:7][C:8]1[NH:12][N:11]=[C:10]([C:13]2[CH:18]=[CH:17][C:16]([F:19])=[CH:15][CH:14]=2)[CH:9]=1.[OH-].[K+]. No catalyst specified. The product is [NH2:1][N:12]1[C:8]([NH2:7])=[CH:9][C:10]([C:13]2[CH:18]=[CH:17][C:16]([F:19])=[CH:15][CH:14]=2)=[N:11]1. The yield is 0.149. (8) The reactants are [N:1]1([CH2:7][CH2:8][NH2:9])[CH2:6][CH2:5][O:4][CH2:3][CH2:2]1.Cl[C:11]1[N:16]=[CH:15][C:14]2[C:17](=[C:22]3[C:30]4[C:25](=[CH:26][CH:27]=[C:28]([F:31])[CH:29]=4)[NH:24][C:23]3=[O:32])[O:18][CH:19]([CH2:20][CH3:21])[C:13]=2[C:12]=1[Cl:33].O. The catalyst is O1CCOCC1. The product is [Cl:33][C:12]1[C:13]2[CH:19]([CH2:20][CH3:21])[O:18][C:17](=[C:22]3[C:30]4[C:25](=[CH:26][CH:27]=[C:28]([F:31])[CH:29]=4)[NH:24][C:23]3=[O:32])[C:14]=2[CH:15]=[N:16][C:11]=1[NH:9][CH2:8][CH2:7][N:1]1[CH2:6][CH2:5][O:4][CH2:3][CH2:2]1. The yield is 0.180. (9) The product is [Cl:18][C:7]1[CH:8]=[C:9]([CH2:13][C:14]([OH:16])=[O:15])[CH:10]=[C:11]([Cl:12])[C:6]=1[O:5][C:4]1[CH:19]=[CH:20][C:21]2[N:22]=[C:23]([CH2:24][CH:25]([CH3:27])[CH3:26])[O:28][C:2]=2[CH:3]=1. The reactants are Br[C:2]1[CH:3]=[C:4]([CH:19]=[CH:20][C:21]=1[NH:22][C:23](=[O:28])[CH2:24][CH:25]([CH3:27])[CH3:26])[O:5][C:6]1[C:11]([Cl:12])=[CH:10][C:9]([CH2:13][C:14]([O:16]C)=[O:15])=[CH:8][C:7]=1[Cl:18].C(N)(C)C.C(=O)([O-])[O-].[K+].[K+].N1CCC[C@H]1C(O)=O. The catalyst is CS(C)=O.[Cu](I)I. The yield is 0.100. (10) The reactants are [NH2:1][C:2]1[N:7]=[CH:6][N:5]=[C:4]2[N:8]([CH:32]3[CH2:37][CH2:36][NH:35][CH2:34][CH2:33]3)[N:9]=[C:10]([C:11]3[CH:16]=[CH:15][C:14]([NH:17][C:18]([C:20]4[N:21]([CH3:29])[C:22]5[C:27]([CH:28]=4)=[CH:26][CH:25]=[CH:24][CH:23]=5)=[O:19])=[C:13]([O:30][CH3:31])[CH:12]=3)[C:3]=12.Br[CH2:39][CH2:40][F:41].C(=O)([O-])[O-].[K+].[K+].[I-].[Na+]. The catalyst is CN(C=O)C. The product is [NH2:1][C:2]1[N:7]=[CH:6][N:5]=[C:4]2[N:8]([CH:32]3[CH2:37][CH2:36][N:35]([CH2:39][CH2:40][F:41])[CH2:34][CH2:33]3)[N:9]=[C:10]([C:11]3[CH:16]=[CH:15][C:14]([NH:17][C:18]([C:20]4[N:21]([CH3:29])[C:22]5[C:27]([CH:28]=4)=[CH:26][CH:25]=[CH:24][CH:23]=5)=[O:19])=[C:13]([O:30][CH3:31])[CH:12]=3)[C:3]=12. The yield is 0.810.